From a dataset of Forward reaction prediction with 1.9M reactions from USPTO patents (1976-2016). Predict the product of the given reaction. (1) Given the reactants [CH2:1]([O:3][CH2:4][C:5]1[N:6]([CH2:32][C:33]([OH:36])([CH3:35])[CH3:34])[C:7]2[C:16]3[CH:15]=[CH:14][C:13]([O:17][CH:18]4[CH2:23][CH2:22][N:21]([C:24]([O:26][C:27]([CH3:30])([CH3:29])[CH3:28])=[O:25])[CH2:20][CH2:19]4)=[CH:12][C:11]=3[N:10]=[CH:9][C:8]=2[N:31]=1)[CH3:2].ClC1C=C(C=CC=1)C(OO)=O.[OH-].[NH4+:49].C1(C)C=CC(S(Cl)(=O)=O)=CC=1, predict the reaction product. The product is: [NH2:49][C:9]1[C:8]2[N:31]=[C:5]([CH2:4][O:3][CH2:1][CH3:2])[N:6]([CH2:32][C:33]([OH:36])([CH3:35])[CH3:34])[C:7]=2[C:16]2[CH:15]=[CH:14][C:13]([O:17][CH:18]3[CH2:19][CH2:20][N:21]([C:24]([O:26][C:27]([CH3:30])([CH3:28])[CH3:29])=[O:25])[CH2:22][CH2:23]3)=[CH:12][C:11]=2[N:10]=1. (2) The product is: [CH2:37]([O:36][C:34]([NH:1][CH2:2][C:3]1([OH:25])[CH2:8][CH2:7][CH2:6][CH2:5][CH:4]1[N:9]1[C:13]([C:14]2[CH:19]=[CH:18][CH:17]=[CH:16][CH:15]=2)=[C:12]([C:20]([O:22][CH2:23][CH3:24])=[O:21])[N:11]=[CH:10]1)=[O:35])[CH3:38]. Given the reactants [NH2:1][CH2:2][C:3]1([OH:25])[CH2:8][CH2:7][CH2:6][CH2:5][CH:4]1[N:9]1[C:13]([C:14]2[CH:19]=[CH:18][CH:17]=[CH:16][CH:15]=2)=[C:12]([C:20]([O:22][CH2:23][CH3:24])=[O:21])[N:11]=[CH:10]1.C(N(CC)CC)C.Cl[C:34]([O:36][CH2:37][CH3:38])=[O:35], predict the reaction product. (3) Given the reactants [CH3:1][C:2]([CH2:7][CH2:8][CH:9]=[C:10]([CH3:12])[CH3:11])=[CH:3][CH:4]([OH:6])[CH3:5].C(C(=CC1C=CC=CC=1)C=O)CCCC.CC(C)[O-].[Al+3].CC(C)[O-].CC(C)[O-], predict the reaction product. The product is: [CH3:1][C:2]([CH2:7][CH2:8][CH:9]=[C:10]([CH3:12])[CH3:11])=[CH:3][C:4](=[O:6])[CH3:5]. (4) Given the reactants Cl[C:2]1[CH:9]=[CH:8][C:7]([N+:10]([O-:12])=[O:11])=[CH:6][C:3]=1[CH:4]=O.C([O-])([O-])=O.[K+].[K+].[CH2:19]([O:21][C:22](=[O:25])[CH2:23][SH:24])[CH3:20].O, predict the reaction product. The product is: [CH2:19]([O:21][C:22]([C:23]1[S:24][C:2]2[CH:9]=[CH:8][C:7]([N+:10]([O-:12])=[O:11])=[CH:6][C:3]=2[CH:4]=1)=[O:25])[CH3:20].